Dataset: Forward reaction prediction with 1.9M reactions from USPTO patents (1976-2016). Task: Predict the product of the given reaction. Given the reactants Cl[C:2]1[C:3]2[N:10]([CH2:11][CH2:12][NH:13][C:14](=[O:20])[O:15][C:16]([CH3:19])([CH3:18])[CH3:17])[CH:9]=[CH:8][C:4]=2[N:5]=[CH:6][N:7]=1.[Cl:21][C:22]1[CH:23]=[C:24]([CH:26]=[CH:27][C:28]=1[O:29][C:30]1[CH:35]=[CH:34][CH:33]=[C:32]([O:36][C:37]([F:40])([F:39])[F:38])[CH:31]=1)[NH2:25].C(=O)([O-])O.[Na+], predict the reaction product. The product is: [Cl:21][C:22]1[CH:23]=[C:24]([NH:25][C:2]2[C:3]3[N:10]([CH2:11][CH2:12][NH:13][C:14](=[O:20])[O:15][C:16]([CH3:19])([CH3:18])[CH3:17])[CH:9]=[CH:8][C:4]=3[N:5]=[CH:6][N:7]=2)[CH:26]=[CH:27][C:28]=1[O:29][C:30]1[CH:35]=[CH:34][CH:33]=[C:32]([O:36][C:37]([F:39])([F:40])[F:38])[CH:31]=1.